Dataset: Catalyst prediction with 721,799 reactions and 888 catalyst types from USPTO. Task: Predict which catalyst facilitates the given reaction. (1) Reactant: [CH:1]1[CH:6]=[CH:5][C:4](/[CH:7]=[CH:8]/[CH2:9][O:10][C@@H:11]2[O:16][C@H:15]([CH2:17][OH:18])[C@@H:14]([OH:19])[C@H:13]([OH:20])[C@H:12]2[OH:21])=[CH:3][CH:2]=1.[CH2:22]1[CH:26]2[CH:27]3[C:32](=[O:33])[O:31][C:29](=[O:30])[CH:28]3[CH:23]1[CH:24]=[CH:25]2.[OH-].[K+]. Product: [CH2:22]1[CH:26]2[CH:27]3[C:32](=[O:33])[O:31][C:29](=[O:30])[CH:28]3[CH:23]1[CH:24]=[CH:25]2.[CH:1]1[CH:2]=[CH:3][C:4](/[CH:7]=[CH:8]/[CH2:9][O:10][C@@H:11]2[O:16][C@H:15]([CH2:17][OH:18])[C@@H:14]([OH:19])[C@H:13]([OH:20])[C@H:12]2[OH:21])=[CH:5][CH:6]=1. The catalyst class is: 11. (2) Reactant: [OH:1][C@@H:2]1[CH2:6][N:5]([C:7]([O:9][CH2:10][C:11]2[CH:16]=[CH:15][CH:14]=[CH:13][CH:12]=2)=[O:8])[C@@H:4]([C:17]([O:19][CH3:20])=[O:18])[CH2:3]1.C1N=CN([C:26]([N:28]2[CH:32]=N[CH:30]=[CH:29]2)=[O:27])C=1.C1[C:42]2[C:37](=[CH:38][CH:39]=[CH:40][CH:41]=2)CCN1. Product: [CH2:32]1[C:42]2[C:37](=[CH:38][CH:39]=[CH:40][CH:41]=2)[CH2:30][CH2:29][N:28]1[C:26]([O:1][C@H:2]1[CH2:3][C@H:4]([C:17]([O:19][CH3:20])=[O:18])[N:5]([C:7]([O:9][CH2:10][C:11]2[CH:12]=[CH:13][CH:14]=[CH:15][CH:16]=2)=[O:8])[CH2:6]1)=[O:27]. The catalyst class is: 2. (3) Reactant: [N+:1]([C:4]1[CH:31]=[CH:30][C:7]([C:8]([O:10][C@@H:11]2[CH2:15][C@@H:14]([C:16]([O:18][CH2:19]C3C=CC=CC=3)=[O:17])[C@H:13]([C:26]([O:28]C)=[O:27])[CH2:12]2)=[O:9])=[CH:6][CH:5]=1)([O-:3])=[O:2].C([O-])=O.[Na+]. Product: [CH3:19][O:18][C:16]([C@@H:14]1[CH2:15][C@H:11]([O:10][C:8](=[O:9])[C:7]2[CH:30]=[CH:31][C:4]([N+:1]([O-:3])=[O:2])=[CH:5][CH:6]=2)[CH2:12][C@H:13]1[C:26]([OH:28])=[O:27])=[O:17]. The catalyst class is: 274. (4) Reactant: C([O:8][C:9]([C@H:11]1[CH2:16][CH2:15][C@@H:14]([NH:17][CH2:18][CH:19]2[CH2:23][CH2:22][CH2:21][N:20]2[C:24](=[O:45])[CH2:25][C:26]2[CH:31]=[CH:30][C:29]([NH:32][C:33]([NH:35][C:36]3[CH:41]=[CH:40][CH:39]=[CH:38][C:37]=3[CH3:42])=[O:34])=[C:28]([O:43][CH3:44])[CH:27]=2)[CH2:13][CH2:12]1)=[O:10])C1C=CC=CC=1.[OH-].[Na+]. Product: [CH3:44][O:43][C:28]1[CH:27]=[C:26]([CH2:25][C:24]([N:20]2[CH2:21][CH2:22][CH2:23][CH:19]2[CH2:18][NH:17][C@@H:14]2[CH2:15][CH2:16][C@H:11]([C:9]([OH:10])=[O:8])[CH2:12][CH2:13]2)=[O:45])[CH:31]=[CH:30][C:29]=1[NH:32][C:33]([NH:35][C:36]1[CH:41]=[CH:40][CH:39]=[CH:38][C:37]=1[CH3:42])=[O:34]. The catalyst class is: 36.